This data is from NCI-60 drug combinations with 297,098 pairs across 59 cell lines. The task is: Regression. Given two drug SMILES strings and cell line genomic features, predict the synergy score measuring deviation from expected non-interaction effect. Drug 1: CCCCC(=O)OCC(=O)C1(CC(C2=C(C1)C(=C3C(=C2O)C(=O)C4=C(C3=O)C=CC=C4OC)O)OC5CC(C(C(O5)C)O)NC(=O)C(F)(F)F)O. Drug 2: C1=CN(C=N1)CC(O)(P(=O)(O)O)P(=O)(O)O. Cell line: M14. Synergy scores: CSS=31.0, Synergy_ZIP=5.78, Synergy_Bliss=2.45, Synergy_Loewe=2.84, Synergy_HSA=1.76.